From a dataset of Full USPTO retrosynthesis dataset with 1.9M reactions from patents (1976-2016). Predict the reactants needed to synthesize the given product. (1) Given the product [F:24][C:25]1[C:30]([F:31])=[C:29]([C:2]2[N:3]=[C:4]([N:18]3[CH2:23][CH2:22][O:21][CH2:20][CH2:19]3)[C:5]3[N:11]=[CH:10][C:9]([C:12]4[CH:13]=[N:14][N:15]([CH3:17])[CH:16]=4)=[CH:8][C:6]=3[N:7]=2)[CH:28]=[CH:27][C:26]=1[NH:41][C:42](=[O:55])[NH:43][C:44]1[CH:54]=[CH:53][C:47]([C:48]([N:50]([CH3:52])[CH3:51])=[O:49])=[CH:46][CH:45]=1, predict the reactants needed to synthesize it. The reactants are: Cl[C:2]1[N:3]=[C:4]([N:18]2[CH2:23][CH2:22][O:21][CH2:20][CH2:19]2)[C:5]2[N:11]=[CH:10][C:9]([C:12]3[CH:13]=[N:14][N:15]([CH3:17])[CH:16]=3)=[CH:8][C:6]=2[N:7]=1.[F:24][C:25]1[C:30]([F:31])=[C:29](B2OC(C)(C)C(C)(C)O2)[CH:28]=[CH:27][C:26]=1[NH:41][C:42](=[O:55])[NH:43][C:44]1[CH:54]=[CH:53][C:47]([C:48]([N:50]([CH3:52])[CH3:51])=[O:49])=[CH:46][CH:45]=1.C(=O)([O-])[O-].[Cs+].[Cs+].C1(C)C=CC=CC=1. (2) Given the product [CH3:23][S:24]([O:12][CH2:11][C@@H:10]([NH:13][C:14]([O:15][C:16]([CH3:17])([CH3:18])[CH3:19])=[O:20])[CH2:9][CH:8]([CH2:1][C:2]1[CH:3]=[CH:4][CH:5]=[CH:6][CH:7]=1)[CH2:21][O:22][S:24]([CH3:23])(=[O:26])=[O:25])(=[O:26])=[O:25], predict the reactants needed to synthesize it. The reactants are: [CH2:1]([CH:8]([CH2:21][OH:22])[CH2:9][C@H:10]([NH:13][C:14](=[O:20])[O:15][C:16]([CH3:19])([CH3:18])[CH3:17])[CH2:11][OH:12])[C:2]1[CH:7]=[CH:6][CH:5]=[CH:4][CH:3]=1.[CH3:23][S:24](Cl)(=[O:26])=[O:25]. (3) Given the product [CH3:22][O:21][C:18]1[CH:19]=[CH:20][C:15]([C:8]2[CH:9]=[CH:10][C:5]([C:3]([O:2][CH3:1])=[O:4])=[CH:6][CH:7]=2)=[N:16][CH:17]=1, predict the reactants needed to synthesize it. The reactants are: [CH3:1][O:2][C:3]([C:5]1[CH:10]=[CH:9][C:8](B(O)O)=[CH:7][CH:6]=1)=[O:4].Br[C:15]1[CH:20]=[CH:19][C:18]([O:21][CH3:22])=[CH:17][N:16]=1. (4) Given the product [CH3:1][C:2](=[CH:6][C:7]1[CH:12]=[CH:11][CH:10]=[CH:9][CH:8]=1)[C:3]([Cl:15])=[O:4], predict the reactants needed to synthesize it. The reactants are: [CH3:1][C:2](=[CH:6][C:7]1[CH:12]=[CH:11][CH:10]=[CH:9][CH:8]=1)[C:3](O)=[O:4].S(Cl)([Cl:15])=O. (5) Given the product [CH3:21][C:14]1[CH:13]=[C:4]([CH2:5][C:6]#[N:7])[CH:17]=[CH:16][C:15]=1[N+:18]([O-:20])=[O:19], predict the reactants needed to synthesize it. The reactants are: C(O[C:4](=O)[CH2:5][C:6]#[N:7])C.[OH-].[K+].FC1[CH:17]=[CH:16][C:15]([N+:18]([O-:20])=[O:19])=[C:14]([CH3:21])[CH:13]=1.Cl.